Dataset: Reaction yield outcomes from USPTO patents with 853,638 reactions. Task: Predict the reaction yield, written as a fraction of the theoretical maximum amount of product (1.0 means a 100% yield; for example, 0.34 means a 34% yield). The reactants are [F:1][C:2]1[CH:3]=[C:4]([N:9]2[CH2:13][C@H:12]([CH2:14][OH:15])[O:11][C:10]2=[O:16])[CH:5]=[CH:6][C:7]=1[I:8].C(N(CC)CC)C.[CH3:24][S:25](Cl)(=[O:27])=[O:26]. The catalyst is C(Cl)Cl. The product is [F:1][C:2]1[CH:3]=[C:4]([N:9]2[CH2:13][C@H:12]([CH2:14][O:15][S:25]([CH3:24])(=[O:27])=[O:26])[O:11][C:10]2=[O:16])[CH:5]=[CH:6][C:7]=1[I:8]. The yield is 0.989.